Task: Regression. Given two drug SMILES strings and cell line genomic features, predict the synergy score measuring deviation from expected non-interaction effect.. Dataset: NCI-60 drug combinations with 297,098 pairs across 59 cell lines Drug 2: CNC(=O)C1=NC=CC(=C1)OC2=CC=C(C=C2)NC(=O)NC3=CC(=C(C=C3)Cl)C(F)(F)F. Synergy scores: CSS=-1.09, Synergy_ZIP=2.16, Synergy_Bliss=2.84, Synergy_Loewe=2.08, Synergy_HSA=-1.08. Cell line: MCF7. Drug 1: C1=NC2=C(N=C(N=C2N1C3C(C(C(O3)CO)O)O)F)N.